Dataset: Forward reaction prediction with 1.9M reactions from USPTO patents (1976-2016). Task: Predict the product of the given reaction. (1) Given the reactants [H-].[Al+3].[Li+].[H-].[H-].[H-].C[O:8][C:9]([C:11]1[C:12]([C:24]2[CH:29]=[CH:28][C:27]([O:30][CH2:31][O:32][CH3:33])=[CH:26][C:25]=2[O:34][CH3:35])=[CH:13][CH:14]=[C:15]2[C:20]=1[NH:19][C:18](=[O:21])[C:17]([CH3:23])([CH3:22])[NH:16]2)=O.Cl, predict the reaction product. The product is: [OH:8][CH2:9][C:11]1[C:12]([C:24]2[CH:29]=[CH:28][C:27]([O:30][CH2:31][O:32][CH3:33])=[CH:26][C:25]=2[O:34][CH3:35])=[CH:13][CH:14]=[C:15]2[C:20]=1[NH:19][C:18](=[O:21])[C:17]([CH3:22])([CH3:23])[NH:16]2. (2) Given the reactants C(O[C:6]([N:8]1[CH2:12][C:11](=[N:13][O:14][CH3:15])[CH2:10][C@H:9]1[C:16]([OH:18])=O)=[O:7])(C)(C)C.[C:19]1([C:28]2[CH:33]=[CH:32][CH:31]=[CH:30][CH:29]=2)[CH:24]=[CH:23][C:22](C(Cl)=O)=[CH:21][CH:20]=1.[NH2:34][C@@H:35]([CH2:44][OH:45])[C@H:36]([C:38]1[CH:43]=[CH:42][CH:41]=[CH:40][CH:39]=1)[OH:37], predict the reaction product. The product is: [C:28]1([C:19]2[CH:20]=[CH:21][CH:22]=[CH:23][CH:24]=2)[CH:29]=[CH:30][CH:31]=[CH:32][C:33]=1[C:6]([N:8]1[CH2:12][C:11](=[N:13][O:14][CH3:15])[CH2:10][C@H:9]1[C:16]([NH:34][C@@H:35]([CH2:44][OH:45])[C@@H:36]([OH:37])[C:38]1[CH:43]=[CH:42][CH:41]=[CH:40][CH:39]=1)=[O:18])=[O:7]. (3) Given the reactants O=[C:2]([CH2:9][CH2:10][CH3:11])[CH2:3][C:4](OCC)=[O:5].[CH3:12][O:13][C:14]1[CH:19]=[CH:18][C:17]([NH:20][NH2:21])=[CH:16][CH:15]=1.CCN(CC)CC, predict the reaction product. The product is: [CH3:12][O:13][C:14]1[CH:19]=[CH:18][C:17]([N:20]2[C:4](=[O:5])[CH2:3][C:2]([CH2:9][CH2:10][CH3:11])=[N:21]2)=[CH:16][CH:15]=1. (4) Given the reactants [N:1]1([C:10]2[S:14][C:13]([C:15]([O:17]C)=O)=[C:12]([O:19][CH2:20][C:21]3[CH:26]=[CH:25][CH:24]=[C:23]([Cl:27])[CH:22]=3)[CH:11]=2)[C:5]2[CH:6]=[CH:7][CH:8]=[CH:9][C:4]=2[N:3]=[CH:2]1.[NH3:28], predict the reaction product. The product is: [N:1]1([C:10]2[S:14][C:13]([C:15]([NH2:28])=[O:17])=[C:12]([O:19][CH2:20][C:21]3[CH:26]=[CH:25][CH:24]=[C:23]([Cl:27])[CH:22]=3)[CH:11]=2)[C:5]2[CH:6]=[CH:7][CH:8]=[CH:9][C:4]=2[N:3]=[CH:2]1. (5) Given the reactants [OH:1][CH2:2][C:3]([C@H:5]([C@@H:7]([C@H:9]([CH2:11][OH:12])[OH:10])[OH:8])[OH:6])=[O:4].O=[C:14]1O[C@H]([C@H](CO)O)[C:17](O)=[C:15]1O.O[CH2:26][C@@H:27]([C@H:29]([C@@H]([C@@H](CO)O)O)O)O.OCC([C@@H]([C@H]([C@@H](CO)O)O)O)=O, predict the reaction product. The product is: [CH3:14][C:15]1([CH3:17])[O:4][C@:3]2([O:12][CH2:11][C@@H:9]3[O:10][C:27]([CH3:29])([CH3:26])[O:8][C@@H:7]3[C:5]2=[O:6])[CH2:2][O:1]1. (6) Given the reactants [C:1]([C:5]1[CH:10]=[CH:9][C:8]([C:11]2[N:16]=[C:15]([C:17]3[CH:22]=[CH:21][C:20]([C:23]([CH3:26])([CH3:25])[CH3:24])=[CH:19][CH:18]=3)[N:14]=[C:13]([C:27]3[CH:32]=[C:31]([CH2:33][CH2:34][CH2:35][CH2:36][CH2:37][CH3:38])[C:30]([OH:39])=[CH:29][C:28]=3[OH:40])[N:12]=2)=[CH:7][CH:6]=1)([CH3:4])([CH3:3])[CH3:2].I[CH2:42][CH2:43][CH2:44][CH2:45][CH2:46][CH2:47][CH2:48][CH3:49].C(=O)([O-])[O-].[K+].[K+], predict the reaction product. The product is: [C:23]([C:20]1[CH:19]=[CH:18][C:17]([C:15]2[N:16]=[C:11]([C:8]3[CH:7]=[CH:6][C:5]([C:1]([CH3:2])([CH3:4])[CH3:3])=[CH:10][CH:9]=3)[N:12]=[C:13]([C:27]3[CH:32]=[C:31]([CH2:33][CH2:34][CH2:35][CH2:36][CH2:37][CH3:38])[C:30]([O:39][CH2:42][CH2:43][CH2:44][CH2:45][CH2:46][CH2:47][CH2:48][CH3:49])=[CH:29][C:28]=3[OH:40])[N:14]=2)=[CH:22][CH:21]=1)([CH3:26])([CH3:25])[CH3:24]. (7) Given the reactants C1(C)C=CC(S(Cl)(=O)=O)=CC=1.[CH2:12]([C:16]1[N:17]([CH2:30][CH2:31][CH2:32][NH:33][C:34](=[O:40])[O:35][C:36]([CH3:39])([CH3:38])[CH3:37])[C:18]2[C:27]3[CH:26]=[CH:25][CH:24]=[CH:23][C:22]=3[N+:21]([O-])=[CH:20][C:19]=2[N:29]=1)[CH2:13][CH2:14][CH3:15].[OH-].[NH4+:42], predict the reaction product. The product is: [NH2:42][C:20]1[C:19]2[N:29]=[C:16]([CH2:12][CH2:13][CH2:14][CH3:15])[N:17]([CH2:30][CH2:31][CH2:32][NH:33][C:34](=[O:40])[O:35][C:36]([CH3:39])([CH3:38])[CH3:37])[C:18]=2[C:27]2[CH:26]=[CH:25][CH:24]=[CH:23][C:22]=2[N:21]=1. (8) Given the reactants [CH:1]([C:4]1[N:5]=[C:6]2[CH:11]=[C:10]([C:12]([OH:14])=O)[CH:9]=[CH:8][N:7]2[CH:15]=1)([CH3:3])[CH3:2].CCN=C=NCCCN(C)C.Cl.C1C=CC2N(O)N=NC=2C=1.O.[CH2:39]([NH:41][CH2:42][CH3:43])[CH3:40].[I:44]N1C(=O)CCC1=O, predict the reaction product. The product is: [CH2:39]([N:41]([CH2:42][CH3:43])[C:12]([C:10]1[CH:9]=[CH:8][N:7]2[C:15]([I:44])=[C:4]([CH:1]([CH3:2])[CH3:3])[N:5]=[C:6]2[CH:11]=1)=[O:14])[CH3:40]. (9) Given the reactants [CH2:1]([O:5][CH2:6][CH2:7][O:8][C:9]1[CH:14]=[CH:13][C:12]([C:15]2[CH:16]=[CH:17][C:18]3[N:24]([CH2:25][CH:26]([CH3:28])[CH3:27])[CH2:23][CH2:22][C:21]([C:29]([NH:31][C:32]4[CH:37]=[CH:36][C:35]([S:38][CH2:39][C:40]5[N:41]([CH2:45][CH:46]6[CH2:49][CH2:48][CH2:47]6)[CH:42]=[CH:43][N:44]=5)=[CH:34][CH:33]=4)=[O:30])=[CH:20][C:19]=3[CH:50]=2)=[CH:11][CH:10]=1)[CH2:2][CH2:3][CH3:4].ClC1C=CC=C(C(OO)=[O:59])C=1, predict the reaction product. The product is: [CH2:1]([O:5][CH2:6][CH2:7][O:8][C:9]1[CH:10]=[CH:11][C:12]([C:15]2[CH:16]=[CH:17][C:18]3[N:24]([CH2:25][CH:26]([CH3:27])[CH3:28])[CH2:23][CH2:22][C:21]([C:29]([NH:31][C:32]4[CH:33]=[CH:34][C:35]([S:38]([CH2:39][C:40]5[N:41]([CH2:45][CH:46]6[CH2:49][CH2:48][CH2:47]6)[CH:42]=[CH:43][N:44]=5)=[O:59])=[CH:36][CH:37]=4)=[O:30])=[CH:20][C:19]=3[CH:50]=2)=[CH:13][CH:14]=1)[CH2:2][CH2:3][CH3:4].